Dataset: Forward reaction prediction with 1.9M reactions from USPTO patents (1976-2016). Task: Predict the product of the given reaction. (1) Given the reactants [C:1]([OH:6])(=[O:5])[C:2]([CH3:4])=[CH2:3].[CH:7]([O:9][CH2:10][CH3:11])=[CH2:8].O.C1(C)C=CC(S(O)(=O)=O)=CC=1, predict the reaction product. The product is: [C:1]([O:6][CH:7]([O:9][CH2:10][CH3:11])[CH3:8])(=[O:5])[C:2]([CH3:4])=[CH2:3]. (2) Given the reactants [C-]#N.[K+].CN([CH2:7][C:8]1[C:16]2[C:11](=[CH:12][C:13]([F:17])=[CH:14][CH:15]=2)[NH:10][CH:9]=1)C.[CH3:18][N:19](C=O)C, predict the reaction product. The product is: [F:17][C:13]1[CH:12]=[C:11]2[C:16]([C:8]([CH2:7][C:18]#[N:19])=[CH:9][NH:10]2)=[CH:15][CH:14]=1. (3) Given the reactants C(OC([NH:8][C:9]1[CH:10]=[CH:11][C:12]([C:25]2([C:28]#[N:29])[CH2:27][CH2:26]2)=[C:13]([CH:24]=1)[CH2:14][N:15](C)[C:16](=O)OC(C)(C)C)=O)(C)(C)C.[ClH:30], predict the reaction product. The product is: [ClH:30].[NH2:8][C:9]1[CH:10]=[CH:11][C:12]([C:25]2([C:28]#[N:29])[CH2:27][CH2:26]2)=[C:13]([CH2:14][NH:15][CH3:16])[CH:24]=1.